From a dataset of Forward reaction prediction with 1.9M reactions from USPTO patents (1976-2016). Predict the product of the given reaction. (1) The product is: [C:1]([C@H:3]1[C@H:8]2[CH2:9][C@H:7]2[C@H:6]2[C@H:10]3[C@H:20]([CH2:21][CH2:22][C@:4]12[CH3:5])[C@:18]1([CH3:19])[C:13](=[CH:14][C:15](=[O:23])[CH2:16][CH2:17]1)[CH2:12][C@H:11]3[CH3:28])#[N:2]. Given the reactants [C:1]([C@H:3]1[C@H:8]2[CH2:9][C@H:7]2[C@H:6]2[C@H:10]3[C@H:20]([CH2:21][CH2:22][C@:4]12[CH3:5])[C@:18]1([CH3:19])[C:13](=[CH:14][C:15](=[O:23])[CH2:16][CH2:17]1)[CH:12]=[CH:11]3)#[N:2].[Cl-].[Al+3].[Cl-].[Cl-].[CH3:28][Mg]Br.Cl, predict the reaction product. (2) Given the reactants [CH3:1][O:2][C:3]1[CH:4]=[C:5]([C:9](=[O:12])[CH2:10][CH3:11])[CH:6]=[CH:7][CH:8]=1.Cl.[CH3:14][NH:15][CH3:16].[CH2:17]=O.Cl.[OH-].[Na+], predict the reaction product. The product is: [CH3:14][N:15]([CH3:16])[CH2:11][CH:10]([CH3:17])[C:9]([C:5]1[CH:6]=[CH:7][CH:8]=[C:3]([O:2][CH3:1])[CH:4]=1)=[O:12]. (3) Given the reactants [OH:1][CH2:2][C@@H:3]([NH:5][C:6]1[N:7]([CH3:40])[C:8](=[O:39])[C:9]2[C:14]([C:15]3[CH:20]=[CH:19][CH:18]=[CH:17][CH:16]=3)=[C:13]([C:21]3[CH:26]=[CH:25][C:24]([C:27]4([NH:31]C(=O)OC(C)(C)C)[CH2:30][CH2:29][CH2:28]4)=[CH:23][CH:22]=3)[O:12][C:10]=2[N:11]=1)[CH3:4].C(O)(C(F)(F)F)=O.Cl.CO, predict the reaction product. The product is: [NH2:31][C:27]1([C:24]2[CH:25]=[CH:26][C:21]([C:13]3[O:12][C:10]4[N:11]=[C:6]([NH:5][C@@H:3]([CH3:4])[CH2:2][OH:1])[N:7]([CH3:40])[C:8](=[O:39])[C:9]=4[C:14]=3[C:15]3[CH:16]=[CH:17][CH:18]=[CH:19][CH:20]=3)=[CH:22][CH:23]=2)[CH2:28][CH2:29][CH2:30]1. (4) Given the reactants [N:1]#[C:2]Br.[N+:4]([C:7]1[CH:16]=[CH:15][CH:14]=[CH:13][C:8]=1[C:9]([NH:11][NH2:12])=[O:10])([O-:6])=[O:5], predict the reaction product. The product is: [N+:4]([C:7]1[CH:16]=[CH:15][CH:14]=[CH:13][C:8]=1[C:9]1[O:10][C:2]([NH2:1])=[N:12][N:11]=1)([O-:6])=[O:5]. (5) Given the reactants CCCC(C(O)=O)CCCCCCCCCCCCCCC.[C:23]([O:27][C:28](=[O:80])[NH:29][C@@H:30]1[C:48](=[O:49])[N:47]2[C@@H:43]([CH2:44][C@@H:45]([O:50][C:51]3[C:60]4[C:55](=[CH:56][C:57]([O:61][CH3:62])=[CH:58][CH:59]=4)[N:54]=[C:53]([C:63]4[CH:68]=[CH:67][CH:66]=[CH:65][CH:64]=4)[CH:52]=3)[CH2:46]2)[C:42](=[O:69])[NH:41][C@@:40]2([C:70]([NH:72][S:73]([CH:76]3[CH2:79][CH2:78][CH2:77]3)(=[O:75])=[O:74])=[O:71])[C@@H:38]([CH2:39]2)[CH2:37][CH2:36][CH2:35][CH2:34]C[CH2:32][CH2:31]1)([CH3:26])([CH3:25])[CH3:24], predict the reaction product. The product is: [C:23]([O:27][C:28](=[O:80])[NH:29][C@@H:30]1[C:48](=[O:49])[N:47]2[C@@H:43]([CH2:44][C@@H:45]([O:50][C:51]3[C:60]4[C:55](=[CH:56][C:57]([O:61][CH3:62])=[CH:58][CH:59]=4)[N:54]=[C:53]([C:63]4[CH:64]=[CH:65][CH:66]=[CH:67][CH:68]=4)[CH:52]=3)[CH2:46]2)[C:42](=[O:69])[NH:41][C@@:40]2([C:70]([NH:72][S:73]([CH:76]3[CH2:79][CH2:78][CH2:77]3)(=[O:75])=[O:74])=[O:71])[C@@H:38]([CH2:39]2)[CH:37]=[CH:36][CH2:35][CH2:34][CH2:32][CH2:31]1)([CH3:25])([CH3:24])[CH3:26]. (6) Given the reactants [NH:1]1[CH2:6][CH2:5][CH:4]([N:7]2[C:15]3[C:10](=[N:11][CH:12]=[CH:13][CH:14]=3)[NH:9][C:8]2=[O:16])[CH2:3][CH2:2]1.Cl[C:18]1[N:23]=[C:22]([CH3:24])[N:21]=[C:20]([O:25][C:26]2[CH:35]=[C:34]([CH3:36])[C:29]3[NH:30][C:31](=[O:33])[O:32][C:28]=3[CH:27]=2)[CH:19]=1.CCN(C(C)C)C(C)C, predict the reaction product. The product is: [CH3:24][C:22]1[N:23]=[C:18]([N:1]2[CH2:2][CH2:3][CH:4]([N:7]3[C:15]4[C:10](=[N:11][CH:12]=[CH:13][CH:14]=4)[NH:9][C:8]3=[O:16])[CH2:5][CH2:6]2)[CH:19]=[C:20]([O:25][C:26]2[CH:35]=[C:34]([CH3:36])[C:29]3[NH:30][C:31](=[O:33])[O:32][C:28]=3[CH:27]=2)[N:21]=1. (7) Given the reactants [OH:1][C:2]1[C:11]2[C:6](=[CH:7][CH:8]=[CH:9][CH:10]=2)[N:5]=[CH:4][N:3]=1.[O:12]1[C:14]2([CH2:19][CH2:18][N:17]([C:20]([O:22][C:23]([CH3:26])([CH3:25])[CH3:24])=[O:21])[CH2:16][CH2:15]2)[CH2:13]1.C(=O)([O-])[O-].[Cs+].[Cs+], predict the reaction product. The product is: [OH:12][C:14]1([CH2:13][N:3]2[C:2](=[O:1])[C:11]3[C:6](=[CH:7][CH:8]=[CH:9][CH:10]=3)[N:5]=[CH:4]2)[CH2:15][CH2:16][N:17]([C:20]([O:22][C:23]([CH3:26])([CH3:25])[CH3:24])=[O:21])[CH2:18][CH2:19]1.